From a dataset of Experimentally validated miRNA-target interactions with 360,000+ pairs, plus equal number of negative samples. Binary Classification. Given a miRNA mature sequence and a target amino acid sequence, predict their likelihood of interaction. (1) The miRNA is hsa-miR-6747-3p with sequence UCCUGCCUUCCUCUGCACCAG. The protein sequence of the target gene is MSEDSRGDSRAESAKDLEKQLRLRVCVLSELQKTERDYVGTLEFLVSAFLHRMNQCAASKVDKNVTEETVKMLFSNIEDILAVHKEFLKVVEECLHPEPNAQQEVGTCFLHFKDKFRIYDEYCSNHEKAQKLLLELNKIRTIRTFLLNCMLLGGRKNTDVPLEGYLVTPIQRICKYPLILKELLKRTPRKHSDYAAVMEALQAMKAVCSNINEAKRQMEKLEVLEEWQSHIEGWEGSNITDTCTEMLMCGVLLKISSGNIQERVFFLFDNLLVYCKRKHRRLKNSKASTDGHRYLFRGRI.... Result: 0 (no interaction). (2) Result: 0 (no interaction). The miRNA is hsa-miR-323b-3p with sequence CCCAAUACACGGUCGACCUCUU. The protein sequence of the target gene is MTSEEMAASVLIPVTQRKVASAQSVAEERSVKVSDAGIPRARAGRQGALIPPTISQWNKHKEESSRSDLSKVFSIARGELVCDENSNEEGWEENAPDSPENHAMNGNSLVQSHQHQFPRSQLCEARDSVTEDPCLQPGIPSPLERKVLPGIQLEMEDSPMDVSPAGSQPRIMESSGPHSDRNTAVFHFHYEADRTMSDAFHTLSENLILDDCANCVTLPGGQQNKNCMAYACKLVELTRTCGSKNGQVQCEHCTSLRDEYLCFESSCSKADEVCSGGGFCEDGFAHGPAAKTFLNPLEDF.... (3) The miRNA is hsa-miR-4795-5p with sequence AGAAGUGGCUAAUAAUAUUGA. The protein sequence of the target gene is MSQSQNAIFTSPTGEENLMNSNHRDSESITDVCSNEDLPEVELVSLLEEQLPQYRLKVDTLFLYENQDWTQSPHQRQHASDALSPVLAEETFRYMILGTDRVEQMTKTYNDIDMVTHLLAERDRDLELAARIGQALLKRNHVLSEQNESLEEQLGQAFDQVNQLQHELCKKDELLRIVSIASEESETDSSCSTPLRFNESFSLSQGLLQLEMLQEKLKELEEENMALRSKACHIKTETVTYEEKEQQLVSDCVKELRETNAQMSRMTEELSGKSDELIRYQEELSSLLSQIVDLQHKLKE.... Result: 0 (no interaction). (4) The miRNA is hsa-miR-548ap-3p with sequence AAAAACCACAAUUACUUUU. The protein sequence of the target gene is MIACRMSSQDLSISAKLINGGIAGLVGVTCVFPIDLAKTRLQNQQGKDVYRGMTDCLMKTARAEGFLGMYRGAAVNLTLVTPEKAIKLAANDFLRQLLMQDGTQRNLKMEMLAGCGAGICQVVITCPMEMLKIQLQDAGRLAVCHQASASATPTSRPYSTGSTSTHRRPSATLIARELLRTQGLSGLYRGLGATLLRDIPFSIIYFPLFANLNQLGVSELTGKASFTHSFVAGCTAGSVAAVAVTPLDVLKTRIQTLKKGLGEDTYSGVTDCARKLWTQEGPAAFMKGAGCRALVIAPLF.... Result: 0 (no interaction). (5) The miRNA is hsa-miR-223-5p with sequence CGUGUAUUUGACAAGCUGAGUU. The protein sequence of the target gene is MQFVSWATLLTLLVRDLAEMGSPDAAAAVRKDRLHPRQVKLLETLSEYEIVSPIRVNALGEPFPTNVHFKRTRRSINSATDPWPAFASSSSSSTSSQAHYRLSAFGQQFLFNLTANAGFIAPLFTVTLLGTPGVNQTKFYSEEEAELKHCFYKGYVNTNSEHTAVISLCSGMLGTFRSHDGDYFIEPLQSMDEQEDEEEQNKPHIIYRRSAPQREPSTGRHACDTSEHKNRHSKDKKKTRARKWGERINLAGDVAALNSGLATEAFSAYGNKTDNTREKRTHRRTKRFLSYPRFVEVLVV.... Result: 1 (interaction).